Dataset: Catalyst prediction with 721,799 reactions and 888 catalyst types from USPTO. Task: Predict which catalyst facilitates the given reaction. (1) Reactant: [O:1]1[CH2:6][CH2:5][N:4]([C:7]2[CH:12]=[C:11]([C:13]3[CH:14]=[C:15]4[N:20]([CH:21]=3)[N:19]=[CH:18][N:17]=[C:16]4O)[CH:10]=[CH:9][N:8]=2)[CH2:3][CH2:2]1.O=P(Cl)(Cl)[Cl:25]. Product: [Cl:25][C:16]1[C:15]2=[CH:14][C:13]([C:11]3[CH:10]=[CH:9][N:8]=[C:7]([N:4]4[CH2:5][CH2:6][O:1][CH2:2][CH2:3]4)[CH:12]=3)=[CH:21][N:20]2[N:19]=[CH:18][N:17]=1. The catalyst class is: 588. (2) Reactant: C1(S([N:10]2[C:18]3[C:13](=[C:14]([NH:37][C:38]([C:40]4[O:41][CH:42]=[CH:43][CH:44]=4)=[O:39])[CH:15]=[C:16]([C:19]4[CH:24]=[CH:23][N:22]=[C:21]5[N:25](S(C6C=CC=CC=6)(=O)=O)[CH:26]=[CH:27][C:20]=45)[CH:17]=3)[CH:12]=[N:11]2)(=O)=O)C=CC=CC=1.[OH-].[Na+].Cl. Product: [NH:25]1[C:21]2=[N:22][CH:23]=[CH:24][C:19]([C:16]3[CH:17]=[C:18]4[C:13]([CH:12]=[N:11][NH:10]4)=[C:14]([NH:37][C:38]([C:40]4[O:41][CH:42]=[CH:43][CH:44]=4)=[O:39])[CH:15]=3)=[C:20]2[CH:27]=[CH:26]1. The catalyst class is: 41. (3) Reactant: [Cl:1][C:2]1[CH:3]=[C:4]([CH:17]=[CH:18][C:19]=1[Cl:20])[CH2:5][NH:6][C:7]([NH:9][C:10]1[S:11][CH:12]=[C:13]([CH2:15]I)[N:14]=1)=[O:8].[CH3:21][O:22][C:23]1[CH:30]=[C:29]([O:31][CH3:32])[CH:28]=[CH:27][C:24]=1[CH2:25][NH2:26]. Product: [Cl:1][C:2]1[CH:3]=[C:4]([CH:17]=[CH:18][C:19]=1[Cl:20])[CH2:5][NH:6][C:7]([NH:9][C:10]1[S:11][CH:12]=[C:13]([CH2:15][NH:26][CH2:25][C:24]2[CH:27]=[CH:28][C:29]([O:31][CH3:32])=[CH:30][C:23]=2[O:22][CH3:21])[N:14]=1)=[O:8]. The catalyst class is: 1. (4) Reactant: [C:1]([O:5][C:6](=[O:13])[NH:7][C@H:8]1[CH2:11][C@H:10]([OH:12])[CH2:9]1)([CH3:4])([CH3:3])[CH3:2].[C:14]1([CH3:24])[CH:19]=[CH:18][C:17]([S:20](Cl)(=[O:22])=[O:21])=[CH:16][CH:15]=1.N1C=CC=CC=1. Product: [CH3:24][C:14]1[CH:19]=[CH:18][C:17]([S:20]([O:12][C@H:10]2[CH2:11][C@H:8]([NH:7][C:6]([O:5][C:1]([CH3:4])([CH3:2])[CH3:3])=[O:13])[CH2:9]2)(=[O:22])=[O:21])=[CH:16][CH:15]=1. The catalyst class is: 112. (5) Reactant: C(O)(C(F)(F)F)=O.[C:8]([C:10]1[CH:11]=[C:12]([NH:26][C:27]2[CH:32]=[C:31]([O:33][C:34]3[C:43]4[C:38](=[CH:39][CH:40]=[CH:41][CH:42]=4)[C:37]([NH:44]C(=O)OC(C)(C)C)=[CH:36][CH:35]=3)[CH:30]=[CH:29][N:28]=2)[CH:13]=[C:14]([C:16](=[O:25])[NH:17][CH2:18][CH2:19][O:20][CH2:21][CH2:22][O:23][CH3:24])[CH:15]=1)#[CH:9]. Product: [NH2:44][C:37]1[C:38]2[C:43](=[CH:42][CH:41]=[CH:40][CH:39]=2)[C:34]([O:33][C:31]2[CH:30]=[CH:29][N:28]=[C:27]([NH:26][C:12]3[CH:13]=[C:14]([CH:15]=[C:10]([C:8]#[CH:9])[CH:11]=3)[C:16]([NH:17][CH2:18][CH2:19][O:20][CH2:21][CH2:22][O:23][CH3:24])=[O:25])[CH:32]=2)=[CH:35][CH:36]=1. The catalyst class is: 2. (6) Reactant: [Cl:1][C:2]1[CH:7]=[C:6]([N+:8]([O-:10])=[O:9])[CH:5]=[C:4]([Cl:11])[C:3]=1F.[CH2:13]1[C:16]2([CH2:19][NH:18][CH2:17]2)[CH2:15][N:14]1[C:20]([O:22][C:23]([CH3:26])([CH3:25])[CH3:24])=[O:21].C([O-])([O-])=O.[Cs+].[Cs+].CN(C=O)C. Product: [C:23]([O:22][C:20]([N:14]1[CH2:15][C:16]2([CH2:17][N:18]([C:3]3[C:2]([Cl:1])=[CH:7][C:6]([N+:8]([O-:10])=[O:9])=[CH:5][C:4]=3[Cl:11])[CH2:19]2)[CH2:13]1)=[O:21])([CH3:26])([CH3:24])[CH3:25]. The catalyst class is: 238.